Task: Predict the reactants needed to synthesize the given product.. Dataset: Full USPTO retrosynthesis dataset with 1.9M reactions from patents (1976-2016) Given the product [CH3:1][C:2]1([CH3:34])[C:6]2[C:7]([O:11][C:12]3[N:17]=[CH:16][C:15]([NH:18][C:19](=[O:20])[C@@H:21]([C:22]([CH3:25])([CH3:24])[CH3:23])[NH2:26])=[CH:14][N:13]=3)=[CH:8][CH:9]=[CH:10][C:5]=2[O:4][CH2:3]1, predict the reactants needed to synthesize it. The reactants are: [CH3:1][C:2]1([CH3:34])[C:6]2[C:7]([O:11][C:12]3[N:17]=[CH:16][C:15]([NH:18][C:19]([C@H:21]([NH:26]C(=O)OC(C)(C)C)[C:22]([CH3:25])([CH3:24])[CH3:23])=[O:20])=[CH:14][N:13]=3)=[CH:8][CH:9]=[CH:10][C:5]=2[O:4][CH2:3]1.C(O)(C(F)(F)F)=O.